This data is from Full USPTO retrosynthesis dataset with 1.9M reactions from patents (1976-2016). The task is: Predict the reactants needed to synthesize the given product. (1) Given the product [CH2:1]([N:13]([CH3:10])[C:20]1[N:24]([CH2:25][C:26]([CH3:29])([OH:28])[CH3:27])[N:23]=[C:22]([Br:30])[N:21]=1)[C:2]1[CH:3]=[CH:4][CH:5]=[CH:6][CH:7]=1, predict the reactants needed to synthesize it. The reactants are: [CH2:1](CN)[C:2]1[CH:7]=[CH:6][CH:5]=[CH:4][CH:3]=1.[CH:10]([N:13](CC)C(C)C)(C)C.Br[C:20]1[N:24]([CH2:25][C:26]([CH3:29])([OH:28])[CH3:27])[N:23]=[C:22]([Br:30])[N:21]=1.CCOC(C)=O. (2) Given the product [CH3:1][O:2][C:3]1[CH:4]=[C:5]2[C:10](=[CH:11][C:12]=1[O:13][CH3:14])[N:9]=[CH:8][N:7]=[C:6]2[O:15][C:16]1[CH:22]=[CH:21][C:19]([NH:20][C:29](=[O:35])[O:28][CH:26]2[CH2:40][CH2:39][CH2:38][CH2:37][CH2:43][CH2:42]2)=[C:18]([O:23][CH3:24])[CH:17]=1, predict the reactants needed to synthesize it. The reactants are: [CH3:1][O:2][C:3]1[CH:4]=[C:5]2[C:10](=[CH:11][C:12]=1[O:13][CH3:14])[N:9]=[CH:8][N:7]=[C:6]2[O:15][C:16]1[CH:22]=[CH:21][C:19]([NH2:20])=[C:18]([O:23][CH3:24])[CH:17]=1.Cl[C:26](Cl)([O:28][C:29](=[O:35])OC(Cl)(Cl)Cl)Cl.[CH:37]1(O)[CH2:43][CH2:42]C[CH2:40][CH2:39][CH2:38]1.C(=O)(O)[O-].[Na+]. (3) The reactants are: [NH2:1][C:2]1[C:7]([C:8]#[N:9])=[C:6]([O:10][C@H:11]([CH3:21])[CH2:12][O:13][Si](C(C)(C)C)(C)C)[N:5]=[C:4]([C:22]([NH:24][CH2:25][CH:26]2[CH2:31][CH2:30][N:29]([CH2:32][C:33]3[S:37][C:36]([C:38]4[CH:43]=[CH:42][CH:41]=[CH:40][N:39]=4)=[N:35][CH:34]=3)[CH2:28][CH2:27]2)=[O:23])[CH:3]=1.[F-].C([N+](CCCC)(CCCC)CCCC)CCC. Given the product [NH2:1][C:2]1[C:7]([C:8]#[N:9])=[C:6]([O:10][C@H:11]([CH3:21])[CH2:12][OH:13])[N:5]=[C:4]([C:22]([NH:24][CH2:25][CH:26]2[CH2:27][CH2:28][N:29]([CH2:32][C:33]3[S:37][C:36]([C:38]4[CH:43]=[CH:42][CH:41]=[CH:40][N:39]=4)=[N:35][CH:34]=3)[CH2:30][CH2:31]2)=[O:23])[CH:3]=1, predict the reactants needed to synthesize it. (4) Given the product [Br:23][C:21]1[CH:20]=[CH:19][C:17]2[N:18]=[C:14]([NH:13][C:10](=[O:12])[CH2:9][CH2:8][CH2:7][N:4]3[CH2:3][CH2:2][O:1][CH2:6][CH2:5]3)[S:15][C:16]=2[CH:22]=1, predict the reactants needed to synthesize it. The reactants are: [O:1]1[CH2:6][CH2:5][N:4]([CH2:7][CH2:8][CH2:9][C:10]([OH:12])=O)[CH2:3][CH2:2]1.[NH2:13][C:14]1[S:15][C:16]2[CH:22]=[C:21]([Br:23])[CH:20]=[CH:19][C:17]=2[N:18]=1.CN(C(ON1N=NC2C=CC=NC1=2)=[N+](C)C)C.F[P-](F)(F)(F)(F)F.CCN(C(C)C)C(C)C. (5) Given the product [Cl:27][C:28]1[CH:33]=[CH:32][C:31]([CH2:34][NH:35][C:17](=[O:18])[CH2:16][C@@H:11]2[CH2:10][CH:9]=[CH:8][CH2:7][CH2:6][C:5](=[O:20])[O:4][C@H:3]([C:21]3[CH:26]=[CH:25][CH:24]=[CH:23][CH:22]=3)[C@@H:2]([CH3:1])[N:13]([CH3:14])[C:12]2=[O:15])=[CH:30][CH:29]=1, predict the reactants needed to synthesize it. The reactants are: [CH3:1][C@H:2]1[N:13]([CH3:14])[C:12](=[O:15])[C@H:11]([CH2:16][C:17](O)=[O:18])[CH2:10][CH:9]=[CH:8][CH2:7][CH2:6][C:5](=[O:20])[O:4][C@@H:3]1[C:21]1[CH:26]=[CH:25][CH:24]=[CH:23][CH:22]=1.[Cl:27][C:28]1[CH:33]=[CH:32][C:31]([CH2:34][NH2:35])=[CH:30][CH:29]=1.CO.C(Cl)Cl. (6) Given the product [CH2:30]([C:28]1=[CH:29][N:25]([C:21]([CH3:24])([CH3:23])[CH3:22])[S:26]/[C:27]/1=[N:34]\[C:8]([C@H:7]1[CH2:11][CH2:12][C@@:2]([CH3:3])([C:1]([O:14][CH3:35])=[O:13])[C:4]1([CH3:5])[CH3:6])=[O:10])[CH2:31][CH2:32][CH3:33], predict the reactants needed to synthesize it. The reactants are: [C:1]([OH:14])(=[O:13])[C:2]1([CH2:12][CH2:11][CH:7]([C:8]([OH:10])=O)[C:4]1([CH3:6])[CH3:5])[CH3:3].P(Cl)(Cl)(Cl)(Cl)Cl.[C:21]([N:25]1[CH:29]=[C:28]([CH2:30][CH2:31][CH2:32][CH3:33])[C:27](=[NH:34])[S:26]1)([CH3:24])([CH3:23])[CH3:22].[CH2:35](N(CC)CC)C. (7) Given the product [C:20]([CH:22]1[CH2:27][CH2:26][N:25]([C:28](=[O:54])[C@H:29]([NH:33][C:34]([C:36]2[C:44]3[C:39](=[N:40][CH:41]=[C:42]([N:15]4[C:16]5[C:12](=[CH:11][C:10]([Cl:9])=[C:18]([Cl:19])[CH:17]=5)[CH:13]=[N:14]4)[N:43]=3)[N:38]([CH2:46][O:47][CH2:48][CH2:49][Si:50]([CH3:52])([CH3:51])[CH3:53])[CH:37]=2)=[O:35])[CH:30]2[CH2:31][CH2:32]2)[CH2:24][CH2:23]1)#[N:21], predict the reactants needed to synthesize it. The reactants are: [O-]P([O-])([O-])=O.[K+].[K+].[K+].[Cl:9][C:10]1[CH:11]=[C:12]2[C:16](=[CH:17][C:18]=1[Cl:19])[NH:15][N:14]=[CH:13]2.[C:20]([CH:22]1[CH2:27][CH2:26][N:25]([C:28](=[O:54])[C@H:29]([NH:33][C:34]([C:36]2[C:44]3[C:39](=[N:40][CH:41]=[C:42](I)[N:43]=3)[N:38]([CH2:46][O:47][CH2:48][CH2:49][Si:50]([CH3:53])([CH3:52])[CH3:51])[CH:37]=2)=[O:35])[CH:30]2[CH2:32][CH2:31]2)[CH2:24][CH2:23]1)#[N:21].CN[C@@H]1CCCC[C@H]1NC.